The task is: Predict the reactants needed to synthesize the given product.. This data is from Full USPTO retrosynthesis dataset with 1.9M reactions from patents (1976-2016). Given the product [NH2:1][C:2]1[CH:7]=[C:6]([O:18][C:11]2[CH:10]=[CH:9][C:14]([N+:15]([O-:17])=[O:16])=[CH:13][CH:12]=2)[CH:5]=[CH:4][N:3]=1, predict the reactants needed to synthesize it. The reactants are: [NH2:1][C:2]1[CH:7]=[C:6](Cl)[CH:5]=[CH:4][N:3]=1.[CH:9]1[C:14]([N+:15]([O-:17])=[O:16])=[CH:13][CH:12]=[C:11]([OH:18])[CH:10]=1.CCN(C(C)C)C(C)C.CN1CCCC1=O.